This data is from Catalyst prediction with 721,799 reactions and 888 catalyst types from USPTO. The task is: Predict which catalyst facilitates the given reaction. (1) Reactant: [NH2:1][OH:2].Cl.CCN(CC)CC.[Cl:11][C:12]1[C:13]2[N:14]([CH:22]=[C:23]([C:25]#[N:26])[N:24]=2)[CH:15]=[C:16]([C:18]([F:21])([F:20])[F:19])[CH:17]=1. Product: [Cl:11][C:12]1[C:13]2[N:14]([CH:22]=[C:23]([C:25](=[N:1][OH:2])[NH2:26])[N:24]=2)[CH:15]=[C:16]([C:18]([F:20])([F:21])[F:19])[CH:17]=1. The catalyst class is: 14. (2) Reactant: [C:1]([NH:5][C:6]1[N:13]=[C:12]([O:14][C:15]2[CH:20]=[CH:19][C:18]([B:21]3[O:25]C(C)(C)[C:23](C)(C)[O:22]3)=[C:17](C=O)[CH:16]=2)[CH:11]=[CH:10][C:7]=1[C:8]#[N:9])([CH3:4])([CH3:3])[CH3:2].[BH4-].[Na+].Cl. Product: [C:1]([NH:5][C:6]1[N:13]=[C:12]([O:14][C:15]2[CH:20]=[CH:19][C:18]3[B:21]([OH:25])[O:22][CH2:23][C:17]=3[CH:16]=2)[CH:11]=[CH:10][C:7]=1[C:8]#[N:9])([CH3:3])([CH3:2])[CH3:4]. The catalyst class is: 3.